Predict the product of the given reaction. From a dataset of Forward reaction prediction with 1.9M reactions from USPTO patents (1976-2016). (1) Given the reactants [NH2:1][C:2]1[CH:42]=[CH:41][C:5]([CH2:6][O:7][CH:8]2[CH:13]([C:14]3[CH:19]=[CH:18][C:17]([O:20][CH2:21][CH2:22][CH2:23][O:24][CH2:25][C:26]4[CH:31]=[CH:30][CH:29]=[CH:28][C:27]=4[O:32][CH3:33])=[CH:16][CH:15]=3)[CH2:12][CH2:11][N:10]([C:34]([O:36][C:37]([CH3:40])([CH3:39])[CH3:38])=[O:35])[CH2:9]2)=[CH:4][C:3]=1[O:43][CH2:44][CH2:45][CH2:46][O:47][CH3:48].[C:49](Cl)(=[O:51])[CH3:50], predict the reaction product. The product is: [C:49]([NH:1][C:2]1[CH:42]=[CH:41][C:5]([CH2:6][O:7][CH:8]2[CH:13]([C:14]3[CH:19]=[CH:18][C:17]([O:20][CH2:21][CH2:22][CH2:23][O:24][CH2:25][C:26]4[CH:31]=[CH:30][CH:29]=[CH:28][C:27]=4[O:32][CH3:33])=[CH:16][CH:15]=3)[CH2:12][CH2:11][N:10]([C:34]([O:36][C:37]([CH3:39])([CH3:40])[CH3:38])=[O:35])[CH2:9]2)=[CH:4][C:3]=1[O:43][CH2:44][CH2:45][CH2:46][O:47][CH3:48])(=[O:51])[CH3:50]. (2) Given the reactants [Br:1][C:2]1[C:10]2[C:5](=[C:6]([Br:24])[CH:7]=[C:8]([CH2:13][C@@H:14]([CH2:19][C:20]([O:22][CH3:23])=[O:21])[C:15]([O:17]C)=O)[C:9]=2[CH2:11]O)[NH:4][N:3]=1.S(Cl)(Cl)=O.C(=O)([O-])[O-].[K+].[K+].[F:35][C:36]([F:40])([F:39])[CH2:37][NH2:38].C(O)(=O)C, predict the reaction product. The product is: [Br:1][C:2]1[C:10]2[C:9]3[CH2:11][N:38]([CH2:37][C:36]([F:40])([F:39])[F:35])[C:15](=[O:17])[C@H:14]([CH2:19][C:20]([O:22][CH3:23])=[O:21])[CH2:13][C:8]=3[CH:7]=[C:6]([Br:24])[C:5]=2[NH:4][N:3]=1. (3) Given the reactants [N:1]#[C:2][NH2:3].[Na].[CH2:5]([O:12][CH2:13][C@@H:14]1[CH2:16][O:15]1)[C:6]1[CH:11]=[CH:10][CH:9]=[CH:8][CH:7]=1, predict the reaction product. The product is: [CH2:5]([O:12][CH2:13][C@H:14]1[O:15][C:2]([NH2:3])=[N:1][CH2:16]1)[C:6]1[CH:11]=[CH:10][CH:9]=[CH:8][CH:7]=1. (4) Given the reactants [F:1][C:2]1[CH:7]=[CH:6][C:5]([CH:8]([OH:21])[C:9]2[N:18]=[C:17]([OH:19])[C:16]3[C:11](=[CH:12][C:13]([CH3:20])=[CH:14][CH:15]=3)[N:10]=2)=[CH:4][CH:3]=1.CC(OI1(OC(C)=O)(OC(C)=O)OC(=O)C2C=CC=CC1=2)=O.C(=O)([O-])O.[Na+], predict the reaction product. The product is: [F:1][C:2]1[CH:3]=[CH:4][C:5]([C:8]([C:9]2[N:18]=[C:17]([OH:19])[C:16]3[C:11](=[CH:12][C:13]([CH3:20])=[CH:14][CH:15]=3)[N:10]=2)=[O:21])=[CH:6][CH:7]=1. (5) Given the reactants [O:1]=[C:2]1[NH:6][C:5](=[O:7])[CH2:4][N:3]1[C@@H:8]([C@@H:16]([CH3:19])[CH2:17][CH3:18])[C:9]([O:11][C:12]([CH3:15])([CH3:14])[CH3:13])=[O:10].[CH3:20][C:21]1[N:26]=[C:25]([CH2:27]O)[CH:24]=[CH:23][CH:22]=1.C1(P(C2C=CC=CC=2)C2C=CC=CC=2)C=CC=CC=1.N(C(OCC)=O)=NC(OCC)=O, predict the reaction product. The product is: [CH3:19][C@@H:16]([CH2:17][CH3:18])[C@H:8]([N:3]1[CH2:4][C:5](=[O:7])[N:6]([CH2:27][C:25]2[CH:24]=[CH:23][CH:22]=[C:21]([CH3:20])[N:26]=2)[C:2]1=[O:1])[C:9]([O:11][C:12]([CH3:13])([CH3:14])[CH3:15])=[O:10]. (6) Given the reactants [N+:1]([C:4]1[CH:8]=[CH:7][NH:6][CH:5]=1)([O-:3])=[O:2].C(N(C(C)C)CC)(C)C.ClC(Cl)C.[C:22]1([S:28](Cl)(=[O:30])=[O:29])[CH:27]=[CH:26][CH:25]=[CH:24][CH:23]=1, predict the reaction product. The product is: [N+:1]([C:4]1[CH:8]=[CH:7][N:6]([S:28]([C:22]2[CH:27]=[CH:26][CH:25]=[CH:24][CH:23]=2)(=[O:30])=[O:29])[CH:5]=1)([O-:3])=[O:2]. (7) Given the reactants [Cl:1][C:2]1[N:3]=[C:4](Cl)[C:5]2[C:10]([I:11])=[CH:9][N:8]([CH2:12][O:13][CH2:14][CH2:15][Si:16]([CH3:19])([CH3:18])[CH3:17])[C:6]=2[N:7]=1.[O:21]1[CH2:26][CH2:25][CH:24]([OH:27])[CH2:23][CH2:22]1.CC(C)([O-])C.[Na+], predict the reaction product. The product is: [Cl:1][C:2]1[N:3]=[C:4]([O:27][CH:24]2[CH2:25][CH2:26][O:21][CH2:22][CH2:23]2)[C:5]2[C:10]([I:11])=[CH:9][N:8]([CH2:12][O:13][CH2:14][CH2:15][Si:16]([CH3:19])([CH3:18])[CH3:17])[C:6]=2[N:7]=1. (8) Given the reactants [CH2:1]([O:3][C:4]([C:6]1[CH:11]=[CH:10][C:9]([N:12]2[CH2:27][CH:15]3[CH2:16][N:17](C(OC(C)(C)C)=O)[CH2:18][CH2:19][N:14]3[C:13]2=[O:28])=[CH:8][CH:7]=1)=[O:5])[CH3:2].C(OCC)(=O)C.[ClH:35], predict the reaction product. The product is: [ClH:35].[O:28]=[C:13]1[N:14]2[CH2:19][CH2:18][NH:17][CH2:16][CH:15]2[CH2:27][N:12]1[C:9]1[CH:8]=[CH:7][C:6]([C:4]([O:3][CH2:1][CH3:2])=[O:5])=[CH:11][CH:10]=1.